From a dataset of Forward reaction prediction with 1.9M reactions from USPTO patents (1976-2016). Predict the product of the given reaction. Given the reactants [CH2:1]([C@@H:5]1[NH:25][C:24](=[O:26])[O:23][CH2:22][CH2:21][CH2:20][CH2:19][CH2:18][C:17]2[CH:27]=[C:13]([CH:14]=[CH:15][CH:16]=2)[CH2:12][O:11][C@H:10]2[CH2:28][N:7]([C@H:8]([C:29]([O:31]CC[Si](C)(C)C)=[O:30])[CH2:9]2)[C:6]1=[O:38])[CH2:2][CH2:3][CH3:4].CCCC[N+](CCCC)(CCCC)CCCC.[F-], predict the reaction product. The product is: [CH2:1]([C@@H:5]1[NH:25][C:24](=[O:26])[O:23][CH2:22][CH2:21][CH2:20][CH2:19][CH2:18][C:17]2[CH:27]=[C:13]([CH:14]=[CH:15][CH:16]=2)[CH2:12][O:11][C@H:10]2[CH2:28][N:7]([C@H:8]([C:29]([OH:31])=[O:30])[CH2:9]2)[C:6]1=[O:38])[CH2:2][CH2:3][CH3:4].